Task: Predict the product of the given reaction.. Dataset: Forward reaction prediction with 1.9M reactions from USPTO patents (1976-2016) (1) The product is: [NH2:28][C:24]1[CH:23]=[C:22]([CH:27]=[CH:26][CH:25]=1)[CH2:21][NH:20][C:12]1[C:13]2[C:18]([CH3:19])=[N:17][CH:16]=[N:15][C:14]=2[N:9]([O:8][CH2:1][C:2]2[CH:3]=[CH:4][CH:5]=[CH:6][CH:7]=2)[C:10](=[O:31])[CH:11]=1. Given the reactants [CH2:1]([O:8][N:9]1[C:14]2[N:15]=[CH:16][N:17]=[C:18]([CH3:19])[C:13]=2[C:12]([NH:20][CH2:21][C:22]2[CH:27]=[CH:26][CH:25]=[C:24]([N+:28]([O-])=O)[CH:23]=2)=[CH:11][C:10]1=[O:31])[C:2]1[CH:7]=[CH:6][CH:5]=[CH:4][CH:3]=1.[Cl-].[NH4+].C(Cl)(Cl)Cl.C(=O)(O)[O-].[Na+], predict the reaction product. (2) Given the reactants [CH:1]1([CH2:5][O:6][CH:7]([CH2:11][C:12]2[CH:17]=[CH:16][C:15]([Cl:18])=[CH:14][CH:13]=2)[C:8](=O)[CH3:9])[CH2:4][CH2:3][CH2:2]1.[BH3-]C#[N:21].[Na+], predict the reaction product. The product is: [NH2:21][CH:8]([CH:7]([O:6][CH2:5][CH:1]1[CH2:4][CH2:3][CH2:2]1)[CH2:11][C:12]1[CH:17]=[CH:16][C:15]([Cl:18])=[CH:14][CH:13]=1)[CH3:9]. (3) Given the reactants [CH3:1][O:2][C:3]1[CH:4]=[C:5]([CH:9]=[C:10]([N+:14]([O-:16])=[O:15])[C:11]=1[NH:12][CH3:13])[C:6]([OH:8])=O.CN(C(ON1N=NC2C=CC=NC1=2)=[N+](C)C)C.F[P-](F)(F)(F)(F)F.CCN(C(C)C)C(C)C.[NH:50]1[CH2:55][CH2:54][CH2:53][C@@H:52]([NH:56][C:57](=[O:63])[O:58][C:59]([CH3:62])([CH3:61])[CH3:60])[CH2:51]1, predict the reaction product. The product is: [C:59]([O:58][C:57](=[O:63])[NH:56][C@@H:52]1[CH2:53][CH2:54][CH2:55][N:50]([C:6](=[O:8])[C:5]2[CH:9]=[C:10]([N+:14]([O-:16])=[O:15])[C:11]([NH:12][CH3:13])=[C:3]([O:2][CH3:1])[CH:4]=2)[CH2:51]1)([CH3:62])([CH3:60])[CH3:61]. (4) The product is: [ClH:25].[Cl:25][C:26]1[CH:27]=[CH:28][CH:29]=[C:30]2[C:34]=1[C:33](=[O:32])[N:10]([C:7]1[CH:8]=[CH:9][C:4]([O:3][CH3:2])=[C:5]([O:11][CH2:12][CH2:13][N:14]3[CH2:19][CH2:18][CH:17]([CH3:20])[CH2:16][CH2:15]3)[CH:6]=1)[CH:31]2[CH3:36]. Given the reactants Cl.[CH3:2][O:3][C:4]1[CH:9]=[CH:8][C:7]([NH2:10])=[CH:6][C:5]=1[O:11][CH2:12][CH2:13][N:14]1[CH2:19][CH2:18][CH:17]([CH3:20])[CH2:16][CH2:15]1.C[Al](C)C.[Cl:25][C:26]1[CH:27]=[CH:28][CH:29]=[C:30]2[C:34]=1[C:33](=O)[O:32][CH:31]2[CH3:36].C1C=CC(P(C2C=CC=CC=2)C2C=CC=CC=2)=CC=1.N(C(OC(C)C)=O)=NC(OC(C)C)=O, predict the reaction product. (5) Given the reactants [CH2:1]([O:8][C:9]1[N:10]=[N:11][C:12](Cl)=[CH:13][C:14]=1[O:15][CH2:16][C:17]1[CH:22]=[CH:21][CH:20]=[CH:19][CH:18]=1)[C:2]1[CH:7]=[CH:6][CH:5]=[CH:4][CH:3]=1.C1(P(C2CCCCC2)C2C=CC=CC=2C2C(C(C)C)=CC(C(C)C)=CC=2C(C)C)CCCCC1.Cl[CH2:59][C:60]1[CH:65]=[C:64]([C:66]([F:69])([F:68])[F:67])[CH:63]=[C:62]([C:70]([F:73])([F:72])[F:71])[CH:61]=1.[Mg].[Cl-].[Li+], predict the reaction product. The product is: [CH2:1]([O:8][C:9]1[N:10]=[N:11][C:12]([CH2:59][C:60]2[CH:61]=[C:62]([C:70]([F:72])([F:73])[F:71])[CH:63]=[C:64]([C:66]([F:67])([F:68])[F:69])[CH:65]=2)=[CH:13][C:14]=1[O:15][CH2:16][C:17]1[CH:22]=[CH:21][CH:20]=[CH:19][CH:18]=1)[C:2]1[CH:7]=[CH:6][CH:5]=[CH:4][CH:3]=1. (6) Given the reactants [CH3:1][O:2][C:3](=[O:25])[C:4]1[CH:9]=[C:8](I)[CH:7]=[N:6][C:5]=1[O:11][C:12]1[CH:17]=[CH:16][C:15]([O:18][C:19]2[CH:24]=[CH:23][CH:22]=[CH:21][CH:20]=2)=[CH:14][CH:13]=1.[C:26]([O:30][C:31]([N:33]1[CH2:37][CH2:36][C:35]2([CH2:41][CH2:40][NH:39][CH2:38]2)[CH2:34]1)=[O:32])([CH3:29])([CH3:28])[CH3:27].C(=O)([O-])[O-].[Cs+].[Cs+].C1(P(C2CCCCC2)C2C=CC=CC=2C2C(OC(C)C)=CC=CC=2OC(C)C)CCCCC1, predict the reaction product. The product is: [C:26]([O:30][C:31]([N:33]1[CH2:37][CH2:36][C:35]2([CH2:41][CH2:40][N:39]([C:8]3[CH:7]=[N:6][C:5]([O:11][C:12]4[CH:17]=[CH:16][C:15]([O:18][C:19]5[CH:24]=[CH:23][CH:22]=[CH:21][CH:20]=5)=[CH:14][CH:13]=4)=[C:4]([C:3]([O:2][CH3:1])=[O:25])[CH:9]=3)[CH2:38]2)[CH2:34]1)=[O:32])([CH3:29])([CH3:27])[CH3:28]. (7) Given the reactants [NH2:1][C:2]1[N:7]([C:8]2[CH:13]=[CH:12][C:11]([I:14])=[CH:10][C:9]=2[F:15])[C:6](=[O:16])[NH:5][C:4](=[O:17])[CH:3]=1.[CH3:18][N:19]([CH3:22])[CH:20]=O.CN(C(OC)OC)C.C(O)(C)C, predict the reaction product. The product is: [F:15][C:9]1[CH:10]=[C:11]([I:14])[CH:12]=[CH:13][C:8]=1[N:7]1[C:2]([N:1]=[CH:18][N:19]([CH3:22])[CH3:20])=[CH:3][C:4](=[O:17])[NH:5][C:6]1=[O:16]. (8) Given the reactants CC1(C)[O:6][C@@H:5]([C@@H:7]2[CH2:11][N:10]([C:12]([O:14][C:15]([CH3:18])([CH3:17])[CH3:16])=[O:13])[C:9](=[O:19])[CH2:8]2)[CH2:4][O:3]1.C(O)C, predict the reaction product. The product is: [OH:6][C@@H:5]([C@@H:7]1[CH2:11][N:10]([C:12]([O:14][C:15]([CH3:17])([CH3:16])[CH3:18])=[O:13])[C:9](=[O:19])[CH2:8]1)[CH2:4][OH:3]. (9) The product is: [Cl:14][C:15]1[CH:16]=[CH:17][C:18]2[N:24]3[CH:25]=[CH:26][CH:27]=[C:23]3[C@@H:22]([CH2:28][CH2:29][C:4](=[O:6])[CH2:3][C:2]([O:8][CH2:9][CH3:10])=[O:7])[O:21][C@H:20]([C:33]3[CH:38]=[CH:37][CH:36]=[C:35]([O:39][CH3:40])[C:34]=3[O:41][CH3:42])[C:19]=2[CH:43]=1. Given the reactants [K+].[C:2]([O:8][CH2:9][CH3:10])(=[O:7])[CH2:3][C:4]([O-:6])=O.[Cl-].[Mg+2].[Cl-].[Cl:14][C:15]1[CH:16]=[CH:17][C:18]2[N:24]3[CH:25]=[CH:26][CH:27]=[C:23]3[C@@H:22]([CH2:28][CH2:29]C(O)=O)[O:21][C@H:20]([C:33]3[CH:38]=[CH:37][CH:36]=[C:35]([O:39][CH3:40])[C:34]=3[O:41][CH3:42])[C:19]=2[CH:43]=1.C(N1C=CN=C1)(N1C=CN=C1)=O, predict the reaction product. (10) Given the reactants C([N-][CH:5]([CH3:7])[CH3:6])(C)C.[Li+].C([Li])CCC.C(NC(C)C)(C)C.CC(C)C=NC(C)(C)C.Br[CH2:31][CH2:32][C:33]1([CH3:38])[O:37][CH2:36][CH2:35][O:34]1.C(O)(=O)[C:40](O)=[O:41], predict the reaction product. The product is: [CH3:6][C:5]([CH3:7])([CH2:31][CH2:32][C:33]1([CH3:38])[O:37][CH2:36][CH2:35][O:34]1)[CH:40]=[O:41].